From a dataset of Full USPTO retrosynthesis dataset with 1.9M reactions from patents (1976-2016). Predict the reactants needed to synthesize the given product. (1) Given the product [C:15]([O:14][C:12]([NH:1][C:2]1[CH:10]=[CH:9][C:5]([C:6]([OH:8])=[O:7])=[C:4]([OH:11])[CH:3]=1)=[O:13])([CH3:18])([CH3:17])[CH3:16], predict the reactants needed to synthesize it. The reactants are: [NH2:1][C:2]1[CH:10]=[CH:9][C:5]([C:6]([OH:8])=[O:7])=[C:4]([OH:11])[CH:3]=1.[C:12](O[C:12]([O:14][C:15]([CH3:18])([CH3:17])[CH3:16])=[O:13])([O:14][C:15]([CH3:18])([CH3:17])[CH3:16])=[O:13].[OH-].[Na+].O. (2) Given the product [CH3:21][N:2]([CH3:1])[CH2:3][CH2:4][CH2:5][N:6]([CH3:20])[C:7]1[CH:12]=[CH:11][C:10]([NH2:13])=[CH:9][C:8]=1[C:16]([F:17])([F:19])[F:18], predict the reactants needed to synthesize it. The reactants are: [CH3:1][N:2]([CH3:21])[CH2:3][CH2:4][CH2:5][N:6]([CH3:20])[C:7]1[CH:12]=[CH:11][C:10]([N+:13]([O-])=O)=[CH:9][C:8]=1[C:16]([F:19])([F:18])[F:17]. (3) Given the product [C:12]1([C@@H:18]([NH:20][C@H:21]2[CH2:26][CH2:25][CH2:24][CH2:23][C@@H:22]2[C:27]([O:29][CH2:30][CH3:31])=[O:28])[CH3:19])[CH:13]=[CH:14][CH:15]=[CH:16][CH:17]=1, predict the reactants needed to synthesize it. The reactants are: C(O)(C)(C)C.CC(C)([O-])C.[Na+].[C:12]1([C@@H:18]([NH:20][C@H:21]2[CH2:26][CH2:25][CH2:24][CH2:23][C@H:22]2[C:27]([O:29][CH2:30][CH3:31])=[O:28])[CH3:19])[CH:17]=[CH:16][CH:15]=[CH:14][CH:13]=1. (4) Given the product [CH2:1]([O:3][C:4]([C:5]1[N:18]=[C:19]([CH3:20])[O:21][C:6]=1[C:7]1[CH:12]=[CH:11][CH:10]=[C:9]([C:13]([F:16])([F:15])[F:14])[CH:8]=1)=[O:22])[CH3:2], predict the reactants needed to synthesize it. The reactants are: [CH2:1]([O:3][C:4](=[O:22])[CH:5]([NH:18][C:19](=[O:21])[CH3:20])[C:6](=O)[C:7]1[CH:12]=[CH:11][CH:10]=[C:9]([C:13]([F:16])([F:15])[F:14])[CH:8]=1)[CH3:2].COC(C1N=C(N(C)C)SC=1C1C=CC=C(OC)C=1)=O. (5) Given the product [C:1]([O:5][C:6](=[O:23])[NH:7][CH:8]([C:15]1[CH:20]=[CH:19][C:18]([Cl:21])=[C:17]([Cl:22])[CH:16]=1)[C:9]([C:25]1[CH:30]=[N:29][C:28]([O:31][CH:32]([CH3:34])[CH3:33])=[CH:27][C:26]=1[CH3:35])=[O:14])([CH3:2])([CH3:3])[CH3:4], predict the reactants needed to synthesize it. The reactants are: [C:1]([O:5][C:6](=[O:23])[NH:7][CH:8]([C:15]1[CH:20]=[CH:19][C:18]([Cl:21])=[C:17]([Cl:22])[CH:16]=1)[C:9](=[O:14])N(OC)C)([CH3:4])([CH3:3])[CH3:2].Br[C:25]1[C:26]([CH3:35])=[CH:27][C:28]([O:31][CH:32]([CH3:34])[CH3:33])=[N:29][CH:30]=1. (6) Given the product [C:35]([O:34][C:32]([NH:39][CH2:40][C:41]([O:31][C@H:26]1[CH2:27][CH2:28][CH2:29][CH2:30][C@@H:25]1[NH:24][C:7]1[CH:8]=[C:9]([N:11]2[C:19]3[CH2:18][C:17]([CH3:21])([CH3:20])[CH2:16][C:15](=[O:22])[C:14]=3[C:13]([CH3:23])=[CH:12]2)[CH:10]=[C:2]([F:1])[C:3]=1[C:4](=[O:5])[NH2:6])=[O:42])=[O:33])([CH3:38])([CH3:37])[CH3:36], predict the reactants needed to synthesize it. The reactants are: [F:1][C:2]1[CH:10]=[C:9]([N:11]2[C:19]3[CH2:18][C:17]([CH3:21])([CH3:20])[CH2:16][C:15](=[O:22])[C:14]=3[C:13]([CH3:23])=[CH:12]2)[CH:8]=[C:7]([NH:24][C@H:25]2[CH2:30][CH2:29][CH2:28][CH2:27][C@@H:26]2[OH:31])[C:3]=1[C:4]([NH2:6])=[O:5].[C:32]([NH:39][CH2:40][C:41](O)=[O:42])([O:34][C:35]([CH3:38])([CH3:37])[CH3:36])=[O:33].C(Cl)CCl. (7) Given the product [N:1]1[C:10]2[C:5](=[CH:6][C:7]([CH:11]([CH3:16])[C:12]([OH:14])=[O:13])=[CH:8][CH:9]=2)[CH:4]=[CH:3][CH:2]=1, predict the reactants needed to synthesize it. The reactants are: [N:1]1[C:10]2[C:5](=[CH:6][C:7]([CH:11]([CH3:16])[C:12]([O:14]C)=[O:13])=[CH:8][CH:9]=2)[CH:4]=[CH:3][CH:2]=1.O.[OH-].[Li+].